From a dataset of Full USPTO retrosynthesis dataset with 1.9M reactions from patents (1976-2016). Predict the reactants needed to synthesize the given product. (1) Given the product [CH3:6][C:4]([NH:7][C:8]([C:10]1[C:11]([O:20][CH2:23][C:24]2[CH:25]=[CH:26][C:27]([C:30]([F:31])([F:32])[F:33])=[CH:28][CH:29]=2)=[C:12]2[C:16](=[C:17]([CH3:19])[CH:18]=1)[CH2:15][CH2:14][CH2:13]2)=[O:9])([CH3:5])[C:3]([OH:2])=[O:21], predict the reactants needed to synthesize it. The reactants are: C[O:2][C:3](=[O:21])[C:4]([NH:7][C:8]([C:10]1[C:11]([OH:20])=[C:12]2[C:16](=[C:17]([CH3:19])[CH:18]=1)[CH2:15][CH2:14][CH2:13]2)=[O:9])([CH3:6])[CH3:5].Br[CH2:23][C:24]1[CH:29]=[CH:28][C:27]([C:30]([F:33])([F:32])[F:31])=[CH:26][CH:25]=1. (2) Given the product [Cl:1][C:2]1[N:7]=[CH:6][C:5]2[N:8]=[CH:15][N:9]([CH:10]3[CH2:14][CH2:13][O:12][CH2:11]3)[C:4]=2[CH:3]=1, predict the reactants needed to synthesize it. The reactants are: [Cl:1][C:2]1[N:7]=[CH:6][C:5]([NH2:8])=[C:4]([NH:9][CH:10]2[CH2:14][CH2:13][O:12][CH2:11]2)[CH:3]=1.[CH:15](OC)(OC)OC. (3) Given the product [CH2:2]([O:4][C:5](=[O:34])[C:6]1[CH:11]=[C:10]([N:12]2[C:16]([CH3:17])=[CH:15][CH:14]=[C:13]2[C:18]2[CH:23]=[CH:22][CH:21]=[CH:20][C:19]=2[OH:24])[CH:9]=[N:8][CH:7]=1)[CH3:3], predict the reactants needed to synthesize it. The reactants are: Cl.[CH2:2]([O:4][C:5](=[O:34])[C:6]1[CH:11]=[C:10]([N:12]2[C:16]([CH3:17])=[CH:15][CH:14]=[C:13]2[C:18]2[CH:23]=[CH:22][CH:21]=[CH:20][C:19]=2[O:24]CC2C=CC(OC)=CC=2)[CH:9]=[N:8][CH:7]=1)[CH3:3]. (4) Given the product [Cl:1][C:2]1[CH:3]=[C:4]([NH:19][C:21](=[NH:30])[C:22]2[CH:27]=[CH:26][CH:25]=[CH:24][CH:23]=2)[CH:5]=[C:6]([NH:8][C:9]2[C:13]3[CH:14]=[CH:15][C:16]([F:18])=[CH:17][C:12]=3[O:11][N:10]=2)[CH:7]=1, predict the reactants needed to synthesize it. The reactants are: [Cl:1][C:2]1[CH:3]=[C:4]([NH2:19])[CH:5]=[C:6]([NH:8][C:9]2[C:13]3[CH:14]=[CH:15][C:16]([F:18])=[CH:17][C:12]=3[O:11][N:10]=2)[CH:7]=1.I.[C:21](=[NH:30])(SC)[C:22]1[CH:27]=[CH:26][CH:25]=[CH:24][CH:23]=1.[OH-].[Na+]. (5) Given the product [N:1]1[CH:6]=[CH:5][CH:4]=[CH:3][C:2]=1[C:7]1[O:8][C:9]2[CH2:14][N:13]([C:16]3[CH:17]=[C:18]([CH:21]=[CH:22][CH:23]=3)[C:19]#[N:20])[CH2:12][C:10]=2[N:11]=1, predict the reactants needed to synthesize it. The reactants are: [N:1]1[CH:6]=[CH:5][CH:4]=[CH:3][C:2]=1[C:7]1[O:8][C:9]2[CH2:14][NH:13][CH2:12][C:10]=2[N:11]=1.Br[C:16]1[CH:17]=[C:18]([CH:21]=[CH:22][CH:23]=1)[C:19]#[N:20].CC1(C)C2C(=C(P(C3C=CC=CC=3)C3C=CC=CC=3)C=CC=2)OC2C(P(C3C=CC=CC=3)C3C=CC=CC=3)=CC=CC1=2.C([O-])([O-])=O.[Cs+].[Cs+]. (6) Given the product [F:22][C:19]([F:20])([F:21])[C:17]1[CH:16]=[C:15]([C:23]([CH3:44])([CH3:43])[C:24]([N:26]([C:28]2[CH:29]=[N:30][C:31]([N:6]3[CH2:5][CH2:4][N:3]4[CH2:7][CH2:8][NH:9][CH2:10][CH:2]4[CH2:1]3)=[CH:32][C:33]=2[C:34]2[CH:39]=[CH:38][C:37]([F:40])=[CH:36][C:35]=2[CH3:41])[CH3:27])=[O:25])[CH:14]=[C:13]([C:12]([F:46])([F:11])[F:45])[CH:18]=1, predict the reactants needed to synthesize it. The reactants are: [CH2:1]1[NH:6][CH2:5][CH2:4][N:3]2[CH2:7][CH2:8][NH:9][CH2:10][CH:2]12.[F:11][C:12]([F:46])([F:45])[C:13]1[CH:14]=[C:15]([C:23]([CH3:44])([CH3:43])[C:24]([N:26]([C:28]2[CH:29]=[N:30][C:31](Cl)=[CH:32][C:33]=2[C:34]2[CH:39]=[CH:38][C:37]([F:40])=[CH:36][C:35]=2[CH3:41])[CH3:27])=[O:25])[CH:16]=[C:17]([C:19]([F:22])([F:21])[F:20])[CH:18]=1.C(=O)([O-])[O-].[K+].[K+]. (7) Given the product [F:3][C:4]1[CH:9]=[C:8]([C:10]([OH:13])([CH3:11])[CH3:12])[CH:7]=[CH:6][C:5]=1[C:14]1[S:18][C:17]([NH:19][C:20]2[CH:25]=[CH:24][CH:23]=[C:22]([CH2:26][O:27][CH2:32][C:33]3[O:34][C:35]([CH3:38])=[N:36][N:37]=3)[N:21]=2)=[C:16]([C:28]([NH2:30])=[O:29])[CH:15]=1, predict the reactants needed to synthesize it. The reactants are: [H-].[Na+].[F:3][C:4]1[CH:9]=[C:8]([C:10]([OH:13])([CH3:12])[CH3:11])[CH:7]=[CH:6][C:5]=1[C:14]1[S:18][C:17]([NH:19][C:20]2[CH:25]=[CH:24][CH:23]=[C:22]([CH2:26][OH:27])[N:21]=2)=[C:16]([C:28]([NH2:30])=[O:29])[CH:15]=1.Cl[CH2:32][C:33]1[O:34][C:35]([CH3:38])=[N:36][N:37]=1. (8) Given the product [NH2:18][C:17]1[C:22]([C:23]([C:25]2[C:30]([O:31][CH3:32])=[CH:29][CH:28]=[C:27]([F:33])[C:26]=2[F:34])=[O:24])=[CH:21][N:20]=[C:6]([NH:7][C@H:8]2[CH2:9][CH2:10][C@H:11]([NH2:14])[CH2:12][CH2:13]2)[N:16]=1, predict the reactants needed to synthesize it. The reactants are: C(O[C:6](=O)[NH:7][CH:8]1[CH2:13][CH2:12][CH:11]([NH2:14])[CH2:10][CH2:9]1)(C)(C)C.[NH2:16][C:17]1[C:22]([C:23]([C:25]2[C:30]([O:31][CH3:32])=[CH:29][CH:28]=[C:27]([F:33])[C:26]=2[F:34])=[O:24])=[CH:21][N:20]=C(S(CC)(=O)=O)[N:18]=1. (9) Given the product [CH3:1][C:2]1[S:6][C:5]([C:7]([NH:9][NH2:10])=[O:8])=[N:4][CH:3]=1, predict the reactants needed to synthesize it. The reactants are: [CH3:1][C:2]1[S:6][C:5]([C:7]([NH:9][NH:10]C(OC(C)(C)C)=O)=[O:8])=[N:4][CH:3]=1.Cl.